Regression/Classification. Given a drug SMILES string, predict its absorption, distribution, metabolism, or excretion properties. Task type varies by dataset: regression for continuous measurements (e.g., permeability, clearance, half-life) or binary classification for categorical outcomes (e.g., BBB penetration, CYP inhibition). Dataset: b3db_classification. From a dataset of Blood-brain barrier permeability classification from the B3DB database. The compound is CC(=C(CCOC(=O)c1ccccc1)SC(=O)c1ccccc1)N(C=O)Cc1cnc(C)nc1N. The result is 1 (penetrates BBB).